Dataset: Forward reaction prediction with 1.9M reactions from USPTO patents (1976-2016). Task: Predict the product of the given reaction. (1) Given the reactants [CH3:1][O:2][C:3]1[C:11]2[O:10][C:9]([CH3:13])([CH3:12])[CH2:8][C:7]=2[CH:6]=[C:5]([C:14]([OH:16])=O)[CH:4]=1.CCN=C=NCCCN(C)C.CN1CCOCC1.C1C=CC2N(O)N=NC=2C=1.[CH3:45][N:46]1[CH:50]=[CH:49][C:48]([NH2:51])=[N:47]1, predict the reaction product. The product is: [CH3:1][O:2][C:3]1[C:11]2[O:10][C:9]([CH3:12])([CH3:13])[CH2:8][C:7]=2[CH:6]=[C:5]([C:14]([NH:51][C:48]2[CH:49]=[CH:50][N:46]([CH3:45])[N:47]=2)=[O:16])[CH:4]=1. (2) Given the reactants [CH3:1][O:2][C:3]1[CH:4]=[C:5]2[C:10](=[CH:11][C:12]=1[CH2:13][NH:14][CH:15]1[CH2:20][CH2:19][CH2:18][NH:17][CH:16]1[C:21]1[CH:26]=[CH:25][CH:24]=[CH:23][CH:22]=1)[N:9]([CH3:27])[C:8](=[O:28])[CH2:7][CH2:6]2.[F:29][C:30]([F:41])([F:40])[C:31](O[C:31](=[O:32])[C:30]([F:41])([F:40])[F:29])=[O:32], predict the reaction product. The product is: [CH3:1][O:2][C:3]1[CH:4]=[C:5]2[C:10](=[CH:11][C:12]=1[CH2:13][NH:14][C@H:15]1[CH2:20][CH2:19][CH2:18][N:17]([C:31](=[O:32])[C:30]([F:41])([F:40])[F:29])[C@H:16]1[C:21]1[CH:26]=[CH:25][CH:24]=[CH:23][CH:22]=1)[N:9]([CH3:27])[C:8](=[O:28])[CH2:7][CH2:6]2. (3) The product is: [C:13]([C:10]1[CH:9]=[CH:8][C:7]([C:5]2[S:4][C:3]([C:15]([OH:17])=[O:16])=[C:2]([NH:1][C:27]([NH:26][C:20]3[C:21]([Cl:25])=[CH:22][CH:23]=[CH:24][C:19]=3[Cl:18])=[O:28])[CH:6]=2)=[CH:12][CH:11]=1)#[N:14]. Given the reactants [NH2:1][C:2]1[CH:6]=[C:5]([C:7]2[CH:12]=[CH:11][C:10]([C:13]#[N:14])=[CH:9][CH:8]=2)[S:4][C:3]=1[C:15]([OH:17])=[O:16].[Cl:18][C:19]1[CH:24]=[CH:23][CH:22]=[C:21]([Cl:25])[C:20]=1[N:26]=[C:27]=[O:28].C(N(CC)CC)C.Cl, predict the reaction product. (4) Given the reactants [NH:1]1[CH:5]=[C:4]([C:6]2[CH:11]=[N:10][CH:9]=[CH:8][N:7]=2)[CH:3]=[N:2]1.C(=O)([O-])[O-].[Cs+].[Cs+].S([O-])([O-])(=O)=O.[Na+].[Na+].Br[CH2:26][CH2:27][C@@:28]([CH3:38])([S:34]([CH3:37])(=[O:36])=[O:35])[C:29]([O:31][CH2:32][CH3:33])=[O:30], predict the reaction product. The product is: [CH3:38][C@@:28]([S:34]([CH3:37])(=[O:35])=[O:36])([CH2:27][CH2:26][N:1]1[CH:5]=[C:4]([C:6]2[CH:11]=[N:10][CH:9]=[CH:8][N:7]=2)[CH:3]=[N:2]1)[C:29]([O:31][CH2:32][CH3:33])=[O:30]. (5) Given the reactants [N:1]1[CH:6]=[CH:5][CH:4]=[CH:3][C:2]=1[C:7]1[C:8]([C:15]2[C:24]3[C:19](=[CH:20][C:21]([OH:25])=[CH:22][CH:23]=3)[N:18]=[CH:17][CH:16]=2)=[C:9]2[CH2:14][CH2:13][CH2:12][N:10]2[N:11]=1.C(=O)([O-])[O-].[Cs+].[Cs+].Br[CH2:33][CH2:34][O:35][CH:36]1[CH2:41][CH2:40][CH2:39][CH2:38][O:37]1, predict the reaction product. The product is: [N:1]1[CH:6]=[CH:5][CH:4]=[CH:3][C:2]=1[C:7]1[C:8]([C:15]2[C:24]3[C:19](=[CH:20][C:21]([O:25][CH2:33][CH2:34][O:35][CH:36]4[CH2:41][CH2:40][CH2:39][CH2:38][O:37]4)=[CH:22][CH:23]=3)[N:18]=[CH:17][CH:16]=2)=[C:9]2[CH2:14][CH2:13][CH2:12][N:10]2[N:11]=1. (6) Given the reactants [CH2:1]([N:3]1[C:7]2=[N:8][C:9]([CH2:33][CH3:34])=[C:10]([CH2:19][NH:20][C:21]([C:23]3[CH:24]=[C:25]([CH:30]=[CH:31][CH:32]=3)[C:26]([O:28]C)=[O:27])=[O:22])[C:11]([NH:12][CH:13]3[CH2:18][CH2:17][O:16][CH2:15][CH2:14]3)=[C:6]2[CH:5]=[N:4]1)[CH3:2].[OH-].[Li+].C1COCC1.Cl, predict the reaction product. The product is: [CH2:1]([N:3]1[C:7]2=[N:8][C:9]([CH2:33][CH3:34])=[C:10]([CH2:19][NH:20][C:21]([C:23]3[CH:24]=[C:25]([CH:30]=[CH:31][CH:32]=3)[C:26]([OH:28])=[O:27])=[O:22])[C:11]([NH:12][CH:13]3[CH2:18][CH2:17][O:16][CH2:15][CH2:14]3)=[C:6]2[CH:5]=[N:4]1)[CH3:2].